From a dataset of Full USPTO retrosynthesis dataset with 1.9M reactions from patents (1976-2016). Predict the reactants needed to synthesize the given product. (1) Given the product [CH3:58][O:57][C:54]1[C:55]([NH:56][C:19]([C:17]2[O:18][C:14]([CH2:13][C:9]3[C:10]([CH3:12])=[C:11]4[C:6](=[CH:7][C:8]=3[CH3:22])[O:5][CH2:4][CH2:3][C:2]4([CH3:1])[CH3:23])=[CH:15][CH:16]=2)=[O:21])=[C:50]([O:49][CH3:48])[N:51]=[C:52]([NH:59][CH2:60][CH2:61][CH2:62][N:63]2[CH2:68][CH2:67][O:66][CH2:65][CH2:64]2)[N:53]=1, predict the reactants needed to synthesize it. The reactants are: [CH3:1][C:2]1([CH3:23])[C:11]2[C:6](=[CH:7][C:8]([CH3:22])=[C:9]([CH2:13][C:14]3[O:18][C:17]([C:19]([OH:21])=O)=[CH:16][CH:15]=3)[C:10]=2[CH3:12])[O:5][CH2:4][CH2:3]1.CN(C(ON1N=NC2C=CC=NC1=2)=[N+](C)C)C.F[P-](F)(F)(F)(F)F.[CH3:48][O:49][C:50]1[C:55]([NH2:56])=[C:54]([O:57][CH3:58])[N:53]=[C:52]([NH:59][CH2:60][CH2:61][CH2:62][N:63]2[CH2:68][CH2:67][O:66][CH2:65][CH2:64]2)[N:51]=1. (2) Given the product [C:19]([O:23][C:24](=[O:28])[CH2:25][C:10]1[C:6]2[C:7](=[C:2]([Cl:1])[N:3]=[CH:4][CH:5]=2)[N:8]([C:12]([O:14][C:15]([CH3:18])([CH3:17])[CH3:16])=[O:13])[CH:9]=1)([CH3:22])([CH3:21])[CH3:20], predict the reactants needed to synthesize it. The reactants are: [Cl:1][C:2]1[N:3]=[CH:4][CH:5]=[C:6]2[C:10](I)=[CH:9][N:8]([C:12]([O:14][C:15]([CH3:18])([CH3:17])[CH3:16])=[O:13])[C:7]=12.[C:19]([O:23][C:24](=[O:28])[CH2:25][Zn]Cl)([CH3:22])([CH3:21])[CH3:20]. (3) Given the product [F:25][CH:2]([F:1])[C:3]1[N:7]2[N:8]=[C:9]([N:12]3[CH2:17][CH2:16][N:15]([C:18]4[CH:23]=[CH:22][C:21]([O:24][CH2:55][CH2:54][C:51]5[N:49]([CH3:48])[N:50]=[CH:45][CH:46]=5)=[CH:20][CH:19]=4)[CH2:14][CH2:13]3)[CH:10]=[CH:11][C:6]2=[N:5][N:4]=1, predict the reactants needed to synthesize it. The reactants are: [F:1][CH:2]([F:25])[C:3]1[N:7]2[N:8]=[C:9]([N:12]3[CH2:17][CH2:16][N:15]([C:18]4[CH:23]=[CH:22][C:21]([OH:24])=[CH:20][CH:19]=4)[CH2:14][CH2:13]3)[CH:10]=[CH:11][C:6]2=[N:5][N:4]=1.C(N1CCN([C:45]2[CH:46]=C[C:48]3[N:49]([C:51]([C:54](F)(F)[CH:55](F)F)=NN=3)[N:50]=2)CC1)(C1C=CC=CC=1)C1C=CC=CC=1. (4) Given the product [CH3:5][O:6][C:7]1[CH:8]=[CH:9][C:10]2[N:11]([N:13]=[C:14]([C:26]3[CH:31]=[CH:30][CH:29]=[CH:28][CH:27]=3)[C:15]=2[CH2:16][C:17]2[N:22]=[C:21]([C:23]#[N:25])[CH:20]=[CH:19][CH:18]=2)[CH:12]=1, predict the reactants needed to synthesize it. The reactants are: S(Cl)(Cl)=O.[CH3:5][O:6][C:7]1[CH:8]=[CH:9][C:10]2[N:11]([N:13]=[C:14]([C:26]3[CH:31]=[CH:30][CH:29]=[CH:28][CH:27]=3)[C:15]=2[CH2:16][C:17]2[N:22]=[C:21]([C:23]([NH2:25])=O)[CH:20]=[CH:19][CH:18]=2)[CH:12]=1.C(=O)(O)[O-].[Na+].